Dataset: Forward reaction prediction with 1.9M reactions from USPTO patents (1976-2016). Task: Predict the product of the given reaction. (1) Given the reactants [NH2:1][C:2]1[N:7]=[C:6]([CH2:8][O:9][CH2:10][C@@H:11]([C:20]([O:22]C)=[O:21])[NH:12]C(OC(C)(C)C)=O)[CH:5]=[C:4]([CH3:24])[CH:3]=1.Cl, predict the reaction product. The product is: [C:20]([OH:22])(=[O:21])[CH3:11].[NH2:1][C:2]1[N:7]=[C:6]([CH2:8][O:9][CH2:10][C@@H:11]([C:20]([OH:22])=[O:21])[NH2:12])[CH:5]=[C:4]([CH3:24])[CH:3]=1. (2) Given the reactants [Cl:1][C:2]1[CH:3]=[C:4]([NH:19][C:20]2[C:21]3[N:28]([CH2:29][CH2:30][O:31][CH2:32][CH2:33]O)[CH:27]=[CH:26][C:22]=3[N:23]=[CH:24][N:25]=2)[CH:5]=[CH:6][C:7]=1[O:8][C:9]1[CH:14]=[CH:13][CH:12]=[C:11]([C:15]([F:18])([F:17])[F:16])[CH:10]=1.C(N(CC)CC)C.[CH3:42][S:43](Cl)(=O)=O.C(=O)([O-])O.[Na+], predict the reaction product. The product is: [Cl:1][C:2]1[CH:3]=[C:4]([NH:19][C:20]2[C:21]3[N:28]([CH2:29][CH2:30][O:31][CH2:32][CH2:33][S:43][CH3:42])[CH:27]=[CH:26][C:22]=3[N:23]=[CH:24][N:25]=2)[CH:5]=[CH:6][C:7]=1[O:8][C:9]1[CH:14]=[CH:13][CH:12]=[C:11]([C:15]([F:18])([F:17])[F:16])[CH:10]=1. (3) Given the reactants FC(F)(F)S(O[C:7]1[C:15]2[C:10](=[C:11]([O:16][CH3:17])[N:12]=[CH:13][CH:14]=2)[N:9]([C:18]2[CH:23]=[CH:22][C:21]([S:24](=[O:27])(=[O:26])[NH2:25])=[CH:20][CH:19]=2)[N:8]=1)(=O)=O.[C:30]1(B2OC(C)(C)C(C)(C)O2)[CH2:34][CH2:33][CH2:32][CH:31]=1.C(=O)([O-])[O-].[Na+].[Na+].O, predict the reaction product. The product is: [C:30]1([C:7]2[C:15]3[C:10](=[C:11]([O:16][CH3:17])[N:12]=[CH:13][CH:14]=3)[N:9]([C:18]3[CH:23]=[CH:22][C:21]([S:24]([NH2:25])(=[O:27])=[O:26])=[CH:20][CH:19]=3)[N:8]=2)[CH2:34][CH2:33][CH2:32][CH:31]=1. (4) Given the reactants [NH2:1][C:2]1[CH:3]=[C:4]([C:10]2[N:15]=[C:14]3[N:16]([CH2:21][CH:22]4[CH2:27][CH2:26][O:25][CH2:24][CH2:23]4)[C:17](=[O:20])[CH2:18][NH:19][C:13]3=[N:12][CH:11]=2)[CH:5]=[C:6]([CH3:9])[C:7]=1[NH2:8].CC1C=C(B2OC(C)(C)C(C)(C)O2)C=[C:31]([NH2:44])C=1N.BrC1N=C2N(CC3CCOCC3)C(=O)CNC2=NC=1.ClCCl.C(=O)([O-])[O-].[Na+].[Na+], predict the reaction product. The product is: [NH2:44][C:31]1[NH:1][C:2]2[CH:3]=[C:4]([C:10]3[N:15]=[C:14]4[N:16]([CH2:21][CH:22]5[CH2:27][CH2:26][O:25][CH2:24][CH2:23]5)[C:17](=[O:20])[CH2:18][NH:19][C:13]4=[N:12][CH:11]=3)[CH:5]=[C:6]([CH3:9])[C:7]=2[N:8]=1.